Dataset: Full USPTO retrosynthesis dataset with 1.9M reactions from patents (1976-2016). Task: Predict the reactants needed to synthesize the given product. (1) Given the product [Cl:30][C:31]1[CH:32]=[C:33]([C:38]2[C:46]([C:47]([NH2:49])=[O:48])=[C:41]3[CH2:42][N:43]([C:54]([NH:27][C@@H:6]4[CH2:7][CH2:8][C@H:5]4[CH2:4][O:3][CH:2]([F:1])[F:12])=[O:53])[CH2:44][CH2:45][N:40]3[N:39]=2)[CH:34]=[CH:35][C:36]=1[F:37], predict the reactants needed to synthesize it. The reactants are: [F:1][CH:2]([F:12])[O:3][CH2:4][C@@H:5]1[CH2:8][CH2:7][C@H:6]1C(O)=O.C1C=CC(P([N:27]=[N+]=[N-])(C2C=CC=CC=2)=O)=CC=1.[Cl:30][C:31]1[CH:32]=[C:33]([C:38]2[C:46]([C:47]([NH2:49])=[O:48])=[C:41]3[CH2:42][NH:43][CH2:44][CH2:45][N:40]3[N:39]=2)[CH:34]=[CH:35][C:36]=1[F:37].C1[CH2:54][O:53]CC1. (2) Given the product [NH2:8][CH2:7][CH2:9][N:10]1[CH2:14][CH2:13][CH2:12][C@H:11]1[CH3:15], predict the reactants needed to synthesize it. The reactants are: [OH-].[Al+3].[Li+].[OH-].[OH-].[OH-].[C:7]([CH2:9][N:10]1[CH2:14][CH2:13][CH2:12][C@H:11]1[CH3:15])#[N:8].O.[OH-].[Na+]. (3) Given the product [BrH:12].[Cl:11][C:8]1[CH:7]=[C:3]([C:4]([NH2:6])=[O:5])[C:2](=[NH:1])[N:10]([CH2:13][C:14]2[CH:19]=[C:18]([F:20])[CH:17]=[CH:16][C:15]=2[CH3:21])[CH:9]=1, predict the reactants needed to synthesize it. The reactants are: [NH2:1][C:2]1[N:10]=[CH:9][C:8]([Cl:11])=[CH:7][C:3]=1[C:4]([NH2:6])=[O:5].[Br:12][CH2:13][C:14]1[CH:19]=[C:18]([F:20])[CH:17]=[CH:16][C:15]=1[CH3:21]. (4) Given the product [CH:1]1([O:6][C:7]2[C:12]([O:13][CH3:14])=[CH:11][CH:10]=[C:9]3[C:8]=2[O:18][C:21](=[O:22])[CH:16]=[C:15]3[OH:17])[CH2:2][CH2:3][CH2:4][CH2:5]1, predict the reactants needed to synthesize it. The reactants are: [CH:1]1([O:6][C:7]2[C:8]([OH:18])=[C:9]([C:15](=[O:17])[CH3:16])[CH:10]=[CH:11][C:12]=2[O:13][CH3:14])[CH2:5][CH2:4][CH2:3][CH2:2]1.[H-].[Na+].[C:21](=O)(OCC)[O:22]CC.Cl.CC(C)([O-])C.[K+]. (5) Given the product [NH2:17][C:15]1[CH:14]=[CH:13][C:12]2[N:6]([C:4](=[O:5])[CH2:3][O:2][CH3:1])[CH2:7][CH2:8][CH2:9][O:10][C:11]=2[CH:16]=1, predict the reactants needed to synthesize it. The reactants are: [CH3:1][O:2][CH2:3][C:4]([N:6]1[C:12]2[CH:13]=[CH:14][C:15]([N+:17]([O-])=O)=[CH:16][C:11]=2[O:10][CH2:9][CH2:8][CH2:7]1)=[O:5]. (6) Given the product [N:35]1([C:2]2[CH:7]=[C:6]([C:8]3[NH:12][N:11]=[C:10]([C:13]4[S:14][CH:15]=[CH:16][CH:17]=4)[C:9]=3[CH2:18][CH2:19][NH:20][S:21]([C:24]3[CH:25]=[CH:26][C:27]([CH2:30][CH2:31][CH2:32][CH2:33][CH3:34])=[CH:28][CH:29]=3)(=[O:23])=[O:22])[CH:5]=[CH:4][N:3]=2)[CH2:40][CH2:39][O:38][CH2:37][CH2:36]1, predict the reactants needed to synthesize it. The reactants are: Cl[C:2]1[CH:7]=[C:6]([C:8]2[NH:12][N:11]=[C:10]([C:13]3[S:14][CH:15]=[CH:16][CH:17]=3)[C:9]=2[CH2:18][CH2:19][NH:20][S:21]([C:24]2[CH:29]=[CH:28][C:27]([CH2:30][CH2:31][CH2:32][CH2:33][CH3:34])=[CH:26][CH:25]=2)(=[O:23])=[O:22])[CH:5]=[CH:4][N:3]=1.[NH:35]1[CH2:40][CH2:39][O:38][CH2:37][CH2:36]1.